Dataset: Reaction yield outcomes from USPTO patents with 853,638 reactions. Task: Predict the reaction yield, written as a fraction of the theoretical maximum amount of product (1.0 means a 100% yield; for example, 0.34 means a 34% yield). The yield is 0.240. The product is [CH3:54][C:51]1([CH3:55])[O:50][CH:49]([CH2:48][NH:47][C:45]([CH2:44][O:36][C:35](=[O:37])[C:34]2[CH:38]=[CH:39][C:31]([NH:30][C:28]([C@H:9]3[C@H:8]([C:4]4[CH:5]=[CH:6][CH:7]=[C:2]([Cl:1])[C:3]=4[F:42])[C@:12]([C:15]4[CH:20]=[CH:19][C:18]([Cl:21])=[CH:17][C:16]=4[F:22])([C:13]#[N:14])[C@H:11]([CH2:23][C:24]([CH3:26])([CH3:27])[CH3:25])[NH:10]3)=[O:29])=[C:32]([O:40][CH3:41])[CH:33]=2)=[O:46])[CH2:53][O:52]1. The reactants are [Cl:1][C:2]1[C:3]([F:42])=[C:4]([C@@H:8]2[C@:12]([C:15]3[CH:20]=[CH:19][C:18]([Cl:21])=[CH:17][C:16]=3[F:22])([C:13]#[N:14])[C@H:11]([CH2:23][C:24]([CH3:27])([CH3:26])[CH3:25])[NH:10][C@H:9]2[C:28]([NH:30][C:31]2[CH:39]=[CH:38][C:34]([C:35]([OH:37])=[O:36])=[CH:33][C:32]=2[O:40][CH3:41])=[O:29])[CH:5]=[CH:6][CH:7]=1.Cl[CH2:44][C:45]([NH:47][CH2:48][CH:49]1[CH2:53][O:52][C:51]([CH3:55])([CH3:54])[O:50]1)=[O:46].CN(C)C=O. The catalyst is O.